Dataset: Reaction yield outcomes from USPTO patents with 853,638 reactions. Task: Predict the reaction yield, written as a fraction of the theoretical maximum amount of product (1.0 means a 100% yield; for example, 0.34 means a 34% yield). (1) The reactants are [Cl:1][C:2]1[CH:7]=[C:6]([C:8](Cl)=[O:9])[CH:5]=[CH:4][N:3]=1.[Cl:11][C:12]1[CH:13]=[C:14]2[C:20]3([CH2:25][CH2:24][N:23]([C:26]([O:28][C:29]([CH3:32])([CH3:31])[CH3:30])=[O:27])[CH2:22][CH2:21]3)[CH2:19][NH:18][C:15]2=[CH:16][CH:17]=1.C(N(CC)CC)C. The catalyst is ClCCl. The product is [Cl:11][C:12]1[CH:13]=[C:14]2[C:20]3([CH2:21][CH2:22][N:23]([C:26]([O:28][C:29]([CH3:32])([CH3:31])[CH3:30])=[O:27])[CH2:24][CH2:25]3)[CH2:19][N:18]([C:8]([C:6]3[CH:5]=[CH:4][N:3]=[C:2]([Cl:1])[CH:7]=3)=[O:9])[C:15]2=[CH:16][CH:17]=1. The yield is 0.780. (2) The reactants are [OH:1][CH2:2][C:3]([CH3:12])([CH3:11])[C:4]([O:6][C:7]([CH3:10])([CH3:9])[CH3:8])=[O:5].CS(O[CH2:18][CH2:19][O:20][CH2:21][CH2:22][O:23][CH2:24][C:25]1[CH:30]=[CH:29][CH:28]=[CH:27][CH:26]=1)(=O)=O.[H-].[Na+]. The catalyst is CN(C=O)C. The product is [CH2:24]([O:23][CH2:22][CH2:21][O:20][CH2:19][CH2:18][O:1][CH2:2][C:3]([CH3:12])([CH3:11])[C:4]([O:6][C:7]([CH3:10])([CH3:9])[CH3:8])=[O:5])[C:25]1[CH:30]=[CH:29][CH:28]=[CH:27][CH:26]=1. The yield is 0.960. (3) The reactants are O=[C:2]1[CH2:7][CH2:6][CH2:5][CH2:4][CH:3]1[C:8]([O:10][CH2:11][CH3:12])=[O:9].BrBr.[C:15]([NH2:18])(=[S:17])[CH3:16]. The catalyst is C(OCC)C.CCOC(C)=O. The product is [CH3:16][C:15]1[S:17][C:7]2[CH2:6][CH2:5][CH2:4][CH:3]([C:8]([O:10][CH2:11][CH3:12])=[O:9])[C:2]=2[N:18]=1. The yield is 0.310. (4) The reactants are [CH3:1][O:2][C:3]1[CH:4]=[C:5]2[C:10](=[CH:11][CH:12]=1)[C:9]([OH:13])=[C:8]([C:14]1[CH:19]=[CH:18][CH:17]=[CH:16][CH:15]=1)[C:7]([CH2:20][CH:21]([CH3:23])[CH3:22])=[CH:6]2.[H-].[Na+].F[C:27]1[CH:34]=[CH:33][C:30]([CH:31]=[O:32])=[CH:29][CH:28]=1. The product is [CH3:1][O:2][C:3]1[CH:4]=[C:5]2[C:10](=[CH:11][CH:12]=1)[C:9]([O:13][C:27]1[CH:34]=[CH:33][C:30]([CH:31]=[O:32])=[CH:29][CH:28]=1)=[C:8]([C:14]1[CH:15]=[CH:16][CH:17]=[CH:18][CH:19]=1)[C:7]([CH2:20][CH:21]([CH3:23])[CH3:22])=[CH:6]2. The yield is 0.830. The catalyst is CN(C=O)C. (5) The reactants are [C:1]([OH:5])(=[O:4])[CH:2]=[CH2:3].[CH2:6](O)[CH2:7][CH2:8][CH2:9][CH2:10][CH2:11][CH2:12][CH2:13][CH2:14][CH2:15][CH2:16][CH2:17][CH2:18][CH2:19][CH2:20][CH2:21][CH3:22].COC1C=CC(O)=CC=1.[PH2](O)=O.CS(O)(=O)=O. The catalyst is [Cu](Cl)Cl.C1CCCCC1. The product is [C:1]([O:5][CH2:22][CH2:21][CH2:20][CH2:19][CH2:18][CH2:17][CH2:16][CH2:15][CH2:14][CH2:13][CH2:12][CH2:11][CH2:10][CH2:9][CH2:8][CH2:7][CH3:6])(=[O:4])[CH:2]=[CH2:3]. The yield is 0.890. (6) The reactants are C[O:2][C:3]1[CH:8]=[CH:7][C:6]([S:9]([N:12]2[CH:25]([CH3:26])[C:24]3[C:19](=[CH:20][CH:21]=[CH:22][CH:23]=3)[C:18]3[CH:17]=[CH:16][CH:15]=[CH:14][C:13]2=3)(=[O:11])=[O:10])=[CH:5][C:4]=1[C:27]([F:30])([F:29])[F:28].C1CCCCC=1.B(Br)(Br)Br.ClCCl. No catalyst specified. The product is [CH3:26][CH:25]1[C:24]2[C:19](=[CH:20][CH:21]=[CH:22][CH:23]=2)[C:18]2[CH:17]=[CH:16][CH:15]=[CH:14][C:13]=2[N:12]1[S:9]([C:6]1[CH:7]=[CH:8][C:3]([OH:2])=[C:4]([C:27]([F:29])([F:28])[F:30])[CH:5]=1)(=[O:10])=[O:11]. The yield is 0.0900. (7) The reactants are [CH3:13][C:12]([O:11][C:9](O[C:9]([O:11][C:12]([CH3:15])([CH3:14])[CH3:13])=[O:10])=[O:10])([CH3:15])[CH3:14].Cl.[NH2:17][CH2:18][C@H:19]([C:23]1[CH:28]=[CH:27][C:26]([Cl:29])=[CH:25][CH:24]=1)[C:20]([OH:22])=[O:21].O.O.O.O.O.[OH-].C[N+](C)(C)C.CC#N. The catalyst is O. The product is [C:12]([O:11][C:9]([NH:17][CH2:18][C@H:19]([C:23]1[CH:24]=[CH:25][C:26]([Cl:29])=[CH:27][CH:28]=1)[C:20]([OH:22])=[O:21])=[O:10])([CH3:13])([CH3:14])[CH3:15]. The yield is 0.906. (8) The reactants are [Cl:1][C:2]1[CH:3]=[CH:4][C:5]([OH:26])=[C:6]([C:8]2[C:12]([NH:13][C:14]([C:16]3[CH:17]=[N:18][N:19]4[CH:24]=[CH:23][CH:22]=[N:21][C:20]=34)=[O:15])=[CH:11][N:10]([CH3:25])[N:9]=2)[CH:7]=1.I[CH2:28][CH3:29].C(=O)([O-])[O-].[K+].[K+]. The catalyst is CC(C)=O. The product is [Cl:1][C:2]1[CH:3]=[CH:4][C:5]([O:26][CH2:28][CH3:29])=[C:6]([C:8]2[C:12]([NH:13][C:14]([C:16]3[CH:17]=[N:18][N:19]4[CH:24]=[CH:23][CH:22]=[N:21][C:20]=34)=[O:15])=[CH:11][N:10]([CH3:25])[N:9]=2)[CH:7]=1. The yield is 0.540. (9) The reactants are [Cl:1][C:2]1[C:11]2[C:6](=[CH:7][CH:8]=[CH:9][CH:10]=2)[C:5]([OH:12])=[CH:4][N:3]=1.[Si](C=[N+]=[N-])(C)(C)[CH3:14]. The catalyst is C(#N)C. The product is [Cl:1][C:2]1[C:11]2[C:6](=[CH:7][CH:8]=[CH:9][CH:10]=2)[C:5]([O:12][CH3:14])=[CH:4][N:3]=1. The yield is 0.464.